From a dataset of Reaction yield outcomes from USPTO patents with 853,638 reactions. Predict the reaction yield, written as a fraction of the theoretical maximum amount of product (1.0 means a 100% yield; for example, 0.34 means a 34% yield). (1) The yield is 0.530. The product is [Br:1][C:2]1[CH:10]=[CH:9][CH:8]=[C:7]2[C:3]=1[CH:4]=[N:5][N:6]2[CH:12]1[CH2:13][CH2:14][CH2:15][CH2:16][O:11]1. The catalyst is CN(C)C=O.O. The reactants are [Br:1][C:2]1[CH:10]=[CH:9][CH:8]=[C:7]2[C:3]=1[CH:4]=[N:5][NH:6]2.[O:11]1[CH:16]=[CH:15][CH2:14][CH2:13][CH2:12]1.C1(C)C=CC(S(O)(=O)=O)=CC=1. (2) The reactants are C[Mg+].[Br-].[NH:4]1[C:12]2[C:7](=[CH:8][CH:9]=[CH:10][CH:11]=2)[CH:6]=[CH:5]1.[Cl:13][C:14]1[N:19]=[C:18](Cl)[C:17]([Cl:21])=[CH:16][N:15]=1.C(O)(=O)C. The catalyst is C1COCC1.O. The product is [Cl:13][C:14]1[N:19]=[C:18]([C:6]2[C:7]3[C:12](=[CH:11][CH:10]=[CH:9][CH:8]=3)[NH:4][CH:5]=2)[C:17]([Cl:21])=[CH:16][N:15]=1. The yield is 0.660. (3) The reactants are [Br:1][C:2]1[N:7]=[C:6]([C:8]([OH:10])=[O:9])[CH:5]=[CH:4][CH:3]=1.Cl.[CH3:12]O. No catalyst specified. The product is [CH3:12][O:9][C:8]([C:6]1[CH:5]=[CH:4][CH:3]=[C:2]([Br:1])[N:7]=1)=[O:10]. The yield is 0.640. (4) The reactants are [CH2:1]([C@H:8]1[CH2:13][N:12]([C:14]2[CH:19]=[CH:18][C:17]([O:20][CH3:21])=[C:16]([O:22][CH:23]3[CH2:27][CH2:26][CH2:25][CH2:24]3)[CH:15]=2)[CH2:11][CH2:10][N:9]1[C:28](=[O:36])[CH2:29][CH2:30][C:31]([O:33]CC)=[O:32])[C:2]1[CH:7]=[CH:6][CH:5]=[CH:4][CH:3]=1.[Li+].[OH-]. The catalyst is C1COCC1.O. The product is [CH2:1]([C@H:8]1[CH2:13][N:12]([C:14]2[CH:19]=[CH:18][C:17]([O:20][CH3:21])=[C:16]([O:22][CH:23]3[CH2:27][CH2:26][CH2:25][CH2:24]3)[CH:15]=2)[CH2:11][CH2:10][N:9]1[C:28](=[O:36])[CH2:29][CH2:30][C:31]([OH:33])=[O:32])[C:2]1[CH:7]=[CH:6][CH:5]=[CH:4][CH:3]=1. The yield is 0.700. (5) The reactants are [C:1]([C:4]1[CH:5]=[C:6]([CH:10]=[CH:11][C:12]=1[OH:13])[C:7]([OH:9])=O)(=[O:3])[CH3:2].CC[N:16]([CH:20]([CH3:22])C)[CH:17]([CH3:19])C.N1CCCC1. The catalyst is CN(C=O)C. The product is [OH:13][C:12]1[CH:11]=[CH:10][C:6]([C:7]([N:16]2[CH2:17][CH2:19][CH2:22][CH2:20]2)=[O:9])=[CH:5][C:4]=1[C:1](=[O:3])[CH3:2]. The yield is 0.510. (6) The reactants are C[O:2][C:3]1[CH:4]=[CH:5][C:6]2[C:10]([O:11][C:12]3[CH:17]=[CH:16][C:15](/[CH:18]=[CH:19]/[C:20]([O:22]C(C)(C)C)=[O:21])=[CH:14][CH:13]=3)=[C:9]([C:27]3[CH:32]=[CH:31][C:30]([O:33]C)=[CH:29][CH:28]=3)[S:8][C:7]=2[CH:35]=1.B(Br)(Br)Br. The catalyst is C(Cl)Cl.CO. The product is [OH:2][C:3]1[CH:4]=[CH:5][C:6]2[C:10]([O:11][C:12]3[CH:17]=[CH:16][C:15](/[CH:18]=[CH:19]/[C:20]([OH:22])=[O:21])=[CH:14][CH:13]=3)=[C:9]([C:27]3[CH:28]=[CH:29][C:30]([OH:33])=[CH:31][CH:32]=3)[S:8][C:7]=2[CH:35]=1. The yield is 0.530. (7) The reactants are Cl.[NH2:2][CH2:3][CH2:4][CH2:5][NH:6][C:7]1[S:8][C:9]([C:12]([C:14]2[CH:19]=[CH:18][CH:17]=[CH:16][CH:15]=2)=[O:13])=[CH:10][N:11]=1.[C:20](Cl)(=[O:25])[CH2:21][CH2:22][CH2:23][CH3:24].CCN(CC)CC. The catalyst is CO.C(Cl)Cl. The product is [C:12]([C:9]1[S:8][C:7]([NH:6][CH2:5][CH2:4][CH2:3][NH:2][C:20](=[O:25])[CH2:21][CH2:22][CH2:23][CH3:24])=[N:11][CH:10]=1)(=[O:13])[C:14]1[CH:19]=[CH:18][CH:17]=[CH:16][CH:15]=1. The yield is 0.430. (8) The reactants are [C:1]1([CH3:11])[CH:6]=[CH:5][C:4]([S:7](Cl)(=[O:9])=[O:8])=[CH:3][CH:2]=1.[O:12]1[CH2:16][CH:15]=[CH:14][C@H:13]1[C@@H:17]([OH:30])[CH2:18][NH:19][C:20](=[O:29])[O:21][CH2:22][C:23]1[CH:28]=[CH:27][CH:26]=[CH:25][CH:24]=1. The catalyst is N1C=CC=CC=1.O. The product is [CH3:11][C:1]1[CH:6]=[CH:5][C:4]([S:7]([O:30][C@H:17]([C@@H:13]2[CH:14]=[CH:15][CH2:16][O:12]2)[CH2:18][NH:19][C:20]([O:21][CH2:22][C:23]2[CH:24]=[CH:25][CH:26]=[CH:27][CH:28]=2)=[O:29])(=[O:9])=[O:8])=[CH:3][CH:2]=1. The yield is 0.610. (9) The reactants are [CH3:1][CH2:2][CH2:3][N:4]([C@@H:12]1[CH2:22][C:16]2[CH:17]=[CH:18][CH:19]=[C:20]([OH:21])[C:15]=2[CH2:14][CH2:13]1)[CH2:5][CH2:6][C:7]1[S:11][CH:10]=[CH:9][CH:8]=1.[ClH:23]. The catalyst is ClCCl. The product is [CH3:1][CH2:2][CH2:3][N:4]([C@@H:12]1[CH2:22][C:16]2[CH:17]=[CH:18][CH:19]=[C:20]([OH:21])[C:15]=2[CH2:14][CH2:13]1)[CH2:5][CH2:6][C:7]1[S:11][CH:10]=[CH:9][CH:8]=1.[ClH:23]. The yield is 0.800. (10) The product is [F:1][C:2]1[CH:7]=[C:6]([F:8])[CH:5]=[CH:4][C:3]=1[N:9]1[C:13]([C:14]2[S:23][C:22]3[C:21]4[N:24]=[C:25]([CH2:28][CH2:29][C:30]([CH3:33])([OH:32])[CH3:31])[CH:26]=[CH:27][C:20]=4[O:19][CH2:18][CH2:17][C:16]=3[CH:15]=2)=[N:12][CH:11]=[N:10]1. The reactants are [F:1][C:2]1[CH:7]=[C:6]([F:8])[CH:5]=[CH:4][C:3]=1[N:9]1[C:13]([C:14]2[S:23][C:22]3[C:21]4[N:24]=[C:25]([C:28]#[C:29][C:30]([CH3:33])([OH:32])[CH3:31])[CH:26]=[CH:27][C:20]=4[O:19][CH2:18][CH2:17][C:16]=3[CH:15]=2)=[N:12][CH:11]=[N:10]1.ClC1C=CC2OCCC3C=C(C4N(C5C=CC(F)=CC=5F)N=CN=4)SC=3C=2N=1.CC(O)(C#C)C. No catalyst specified. The yield is 0.370.